This data is from Forward reaction prediction with 1.9M reactions from USPTO patents (1976-2016). The task is: Predict the product of the given reaction. Given the reactants [CH3:1][C:2]1[CH:3]=[C:4]([CH2:10][CH2:11][C:12]([C:14]2[S:21][C:20]([CH3:22])=[C:19]3[C:15]=2[CH2:16][C@H:17]2[C:23]([CH3:25])([CH3:24])[C@H:18]23)=[O:13])[CH:5]=[C:6]([CH3:9])[C:7]=1[OH:8].Br[CH2:27][C:28]([OH:30])=[O:29], predict the reaction product. The product is: [CH3:1][C:2]1[CH:3]=[C:4]([CH2:10][CH2:11][C:12](=[O:13])[C:14]2[S:21][C:20]([CH3:22])=[C:19]3[C:15]=2[CH2:16][C@H:17]2[C:23]([CH3:25])([CH3:24])[C@H:18]23)[CH:5]=[C:6]([CH3:9])[C:7]=1[O:8][CH2:27][C:28]([OH:30])=[O:29].